This data is from Reaction yield outcomes from USPTO patents with 853,638 reactions. The task is: Predict the reaction yield, written as a fraction of the theoretical maximum amount of product (1.0 means a 100% yield; for example, 0.34 means a 34% yield). (1) The reactants are [F:1][C:2]1[CH:7]=[CH:6][C:5]([CH:8]([OH:33])[CH:9]([NH:21][CH2:22][C:23]2[C:32]3[C:27](=[CH:28][CH:29]=[CH:30][CH:31]=3)[CH:26]=[CH:25][CH:24]=2)[CH2:10][C:11]2[CH:16]=[CH:15][C:14]([C:17]([F:20])([F:19])[F:18])=[CH:13][CH:12]=2)=[CH:4][CH:3]=1.[C:34](Cl)(=[O:36])[CH3:35].C(=O)([O-])O.[Na+]. The catalyst is C(OCC)(=O)C.O. The product is [F:1][C:2]1[CH:7]=[CH:6][C:5]([CH:8]([OH:33])[CH:9]([N:21]([CH2:22][C:23]2[C:32]3[C:27](=[CH:28][CH:29]=[CH:30][CH:31]=3)[CH:26]=[CH:25][CH:24]=2)[C:34](=[O:36])[CH3:35])[CH2:10][C:11]2[CH:16]=[CH:15][C:14]([C:17]([F:20])([F:19])[F:18])=[CH:13][CH:12]=2)=[CH:4][CH:3]=1. The yield is 0.410. (2) The catalyst is CN(C)C=O. The product is [CH3:46][C:38]1([N:32]2[C:31](=[O:47])[C:30]3[C:34](=[CH:35][CH:36]=[C:28]([CH2:27][NH:26][C:10]([C:7]4[CH:6]=[CH:5][C:4]([O:3][CH2:1][CH3:2])=[CH:9][N:8]=4)=[O:12])[CH:29]=3)[C:33]2=[O:37])[CH2:43][CH2:42][C:41](=[O:44])[NH:40][C:39]1=[O:45]. The yield is 0.770. The reactants are [CH2:1]([O:3][C:4]1[CH:5]=[CH:6][C:7]([C:10]([OH:12])=O)=[N:8][CH:9]=1)[CH3:2].C1N=CN(C(N2C=NC=C2)=O)C=1.Cl.[NH2:26][CH2:27][C:28]1[CH:29]=[C:30]2[C:34](=[CH:35][CH:36]=1)[C:33](=[O:37])[N:32]([C:38]1([CH3:46])[CH2:43][CH2:42][C:41](=[O:44])[NH:40][C:39]1=[O:45])[C:31]2=[O:47].O. (3) The reactants are Br[C:2]1[CH:7]=[CH:6][C:5]([Br:8])=[CH:4][N:3]=1.[CH3:9][O:10][C:11]1[CH:12]=[C:13](B(O)O)[CH:14]=[CH:15][C:16]=1[O:17][CH3:18].C(=O)([O-])[O-].[Na+].[Na+].CCCCCC. The catalyst is COCCOC.O.[Pd].C1(P(C2C=CC=CC=2)C2C=CC=CC=2)C=CC=CC=1.C1(P(C2C=CC=CC=2)C2C=CC=CC=2)C=CC=CC=1.C1(P(C2C=CC=CC=2)C2C=CC=CC=2)C=CC=CC=1.C1(P(C2C=CC=CC=2)C2C=CC=CC=2)C=CC=CC=1.CCOC(C)=O. The product is [Br:8][C:5]1[CH:6]=[CH:7][C:2]([C:14]2[CH:13]=[CH:12][C:11]([O:10][CH3:9])=[C:16]([O:17][CH3:18])[CH:15]=2)=[N:3][CH:4]=1. The yield is 0.760. (4) The reactants are [Na].Cl[C:3]1[N:8]=[C:7](Cl)[C:6]([CH:10]([CH3:12])[CH3:11])=[C:5]([O:13][C:14]2[CH:19]=[C:18]([CH3:20])[CH:17]=[C:16]([CH:21]3[O:25][CH2:24][CH2:23][O:22]3)[CH:15]=2)[N:4]=1.[CH2:26]([OH:33])[C:27]1[CH:32]=[CH:31][CH:30]=[CH:29][CH:28]=1. No catalyst specified. The product is [CH2:26]([O:33][C:3]1[N:8]=[C:7]([O:22][CH2:21][C:16]2[CH:17]=[CH:18][CH:19]=[CH:14][CH:15]=2)[C:6]([CH:10]([CH3:12])[CH3:11])=[C:5]([O:13][C:14]2[CH:19]=[C:18]([CH3:20])[CH:17]=[C:16]([CH:21]3[O:25][CH2:24][CH2:23][O:22]3)[CH:15]=2)[N:4]=1)[C:27]1[CH:32]=[CH:31][CH:30]=[CH:29][CH:28]=1. The yield is 0.570. (5) The reactants are [Cl:1][C:2]1[CH:3]=[C:4]([C:9](=[O:11])[CH3:10])[CH:5]=[C:6]([Cl:8])[CH:7]=1.[N:12]1([C:17]2[CH:24]=[CH:23][C:20]([CH:21]=O)=[CH:19][CH:18]=2)[CH:16]=[N:15][CH:14]=[N:13]1.[OH-].[Na+]. The catalyst is C(O)C.O. The product is [N:12]1([C:17]2[CH:24]=[CH:23][C:20](/[CH:21]=[CH:10]/[C:9]([C:4]3[CH:3]=[C:2]([Cl:1])[CH:7]=[C:6]([Cl:8])[CH:5]=3)=[O:11])=[CH:19][CH:18]=2)[CH:16]=[N:15][CH:14]=[N:13]1. The yield is 0.170. (6) The reactants are C([C:3]1[CH:4]=[C:5]([CH:15]=[CH:16][C:17]=1[B:18]1[O:22]C(C)(C)[C:20](C)(C)[O:19]1)[O:6][C:7]1[CH:14]=[CH:13][C:10]([C:11]#[N:12])=[CH:9][N:8]=1)=O.[BH4-].[Na+].Cl.C([O-])(O)=O.[Na+]. The catalyst is CCO.O. The product is [OH:22][B:18]1[C:17]2[CH:3]=[CH:4][C:5]([O:6][C:7]3[CH:14]=[CH:13][C:10]([C:11]#[N:12])=[CH:9][N:8]=3)=[CH:15][C:16]=2[CH2:20][O:19]1. The yield is 0.924.